Predict the product of the given reaction. From a dataset of Forward reaction prediction with 1.9M reactions from USPTO patents (1976-2016). (1) Given the reactants [Br:1][C:2]1[CH:7]=[CH:6][C:5]([OH:8])=[C:4]([C:9]([F:12])([F:11])[F:10])[CH:3]=1.C1(P(C2C=CC=CC=2)C2C=CC=CC=2)C=CC=CC=1.[N:32]1[CH:37]=[CH:36][CH:35]=[C:34]([CH2:38]O)[CH:33]=1.N(C(OC(C)C)=O)=NC(OC(C)C)=O, predict the reaction product. The product is: [Br:1][C:2]1[CH:7]=[CH:6][C:5]([O:8][CH2:38][C:34]2[CH:33]=[N:32][CH:37]=[CH:36][CH:35]=2)=[C:4]([C:9]([F:10])([F:11])[F:12])[CH:3]=1. (2) Given the reactants CC(C)([O-:4])C.[K+].[C:7]([O:11][C:12](=[O:36])[NH:13][C@H:14]1[CH2:19][CH2:18][C@H:17]([CH:20]2[CH2:33][C:32]3[C:31]4[C:26](=[CH:27][CH:28]=[C:29]([O:34][CH3:35])[CH:30]=4)[N:25]=[CH:24][C:23]=3[O:22][CH2:21]2)[CH2:16][CH2:15]1)([CH3:10])([CH3:9])[CH3:8], predict the reaction product. The product is: [C:7]([O:11][C:12](=[O:36])[NH:13][C@H:14]1[CH2:15][CH2:16][C@H:17]([CH:20]2[CH:33]([OH:4])[C:32]3[C:31]4[C:26](=[CH:27][CH:28]=[C:29]([O:34][CH3:35])[CH:30]=4)[N:25]=[CH:24][C:23]=3[O:22][CH2:21]2)[CH2:18][CH2:19]1)([CH3:10])([CH3:9])[CH3:8]. (3) The product is: [C:1]([NH:8][CH:9]1[CH:13]([OH:14])[CH2:12][N:11]([C:15]([O:17][CH2:18][C:19]2[CH:24]=[CH:23][CH:22]=[CH:21][CH:20]=2)=[O:16])[CH2:10]1)(=[O:3])[CH3:2]. Given the reactants [C:1](OC(=O)C)(=[O:3])[CH3:2].[NH2:8][CH:9]1[CH:13]([OH:14])[CH2:12][N:11]([C:15]([O:17][CH2:18][C:19]2[CH:24]=[CH:23][CH:22]=[CH:21][CH:20]=2)=[O:16])[CH2:10]1.C(OCC)C, predict the reaction product. (4) Given the reactants [Br:1][C:2]1[CH:7]=[CH:6][C:5]([CH2:8][C:9](O)=[O:10])=[C:4]([N+:12]([O-])=O)[CH:3]=1.C(OCC)(=O)C, predict the reaction product. The product is: [Br:1][C:2]1[CH:3]=[C:4]2[C:5]([CH2:8][C:9](=[O:10])[NH:12]2)=[CH:6][CH:7]=1.